This data is from Forward reaction prediction with 1.9M reactions from USPTO patents (1976-2016). The task is: Predict the product of the given reaction. (1) The product is: [Br:1][C:2]1[CH:3]=[C:4]2[C:9](=[CH:10][CH:11]=1)[CH:8]=[C:7]([C:12](=[O:14])[CH3:13])[CH:6]=[CH:5]2. Given the reactants [Br:1][C:2]1[CH:11]=[CH:10][C:9]2[C:4](=[CH:5][CH:6]=[CH:7][CH:8]=2)[CH:3]=1.[C:12](Cl)(=[O:14])[CH3:13].[Al+3].[Cl-].[Cl-].[Cl-], predict the reaction product. (2) Given the reactants C([O:3][CH2:4][C:5]([O:7][CH2:8][CH2:9][C:10]([O:13][C:14](=[O:19])[CH2:15][O:16]C=O)([CH3:12])[CH3:11])=[O:6])=O, predict the reaction product. The product is: [OH:3][CH2:4][C:5]([O:7][CH2:8][CH2:9][C:10]([O:13][C:14](=[O:19])[CH2:15][OH:16])([CH3:12])[CH3:11])=[O:6]. (3) Given the reactants [NH2:1][C:2]1[CH:11]=[C:10]2[C:5]([CH:6]=[CH:7][CH:8]=[C:9]2[N:12]2[CH2:17][CH2:16][N:15]([CH3:18])[CH2:14][CH2:13]2)=[CH:4][CH:3]=1.C(N(CC)CC)C.[N+:26]([C:29]1[CH:30]=[C:31]([CH:35]=[CH:36][CH:37]=1)[C:32](Cl)=[O:33])([O-:28])=[O:27], predict the reaction product. The product is: [N+:26]([C:29]1[CH:30]=[C:31]([CH:35]=[CH:36][CH:37]=1)[C:32]([NH:1][C:2]1[CH:11]=[C:10]2[C:5]([CH:6]=[CH:7][CH:8]=[C:9]2[N:12]2[CH2:17][CH2:16][N:15]([CH3:18])[CH2:14][CH2:13]2)=[CH:4][CH:3]=1)=[O:33])([O-:28])=[O:27]. (4) Given the reactants [CH3:1][S:2](Cl)(=[O:4])=[O:3].[Cl:6][C:7]1[CH:12]=[CH:11][C:10]([CH:13]2[CH2:18][CH:17]([OH:19])[CH2:16][CH2:15][O:14]2)=[CH:9][CH:8]=1, predict the reaction product. The product is: [CH3:1][S:2]([O:19][CH:17]1[CH2:16][CH2:15][O:14][CH:13]([C:10]2[CH:11]=[CH:12][C:7]([Cl:6])=[CH:8][CH:9]=2)[CH2:18]1)(=[O:4])=[O:3]. (5) Given the reactants Cl[C:2]1[C:7]([C:8]#[N:9])=[CH:6][N:5]=[C:4]([S:10][CH3:11])[N:3]=1.[NH2:12][C@@H:13]1[CH2:18][CH2:17][C@H:16]([OH:19])[C:15]([CH3:21])([CH3:20])[CH2:14]1.CCN(C(C)C)C(C)C, predict the reaction product. The product is: [OH:19][C@H:16]1[CH2:17][CH2:18][C@@H:13]([NH:12][C:2]2[C:7]([C:8]#[N:9])=[CH:6][N:5]=[C:4]([S:10][CH3:11])[N:3]=2)[CH2:14][C:15]1([CH3:21])[CH3:20].